This data is from Full USPTO retrosynthesis dataset with 1.9M reactions from patents (1976-2016). The task is: Predict the reactants needed to synthesize the given product. Given the product [F:1][C:2]1[CH:10]=[C:9]2[C:5]([C:6]([C:12]3[N:13]=[C:14]4[C:20]([C:21]([NH:25][C:26]5([CH3:40])[CH2:31][CH2:30][CH:29]([NH:32][C:33](=[O:39])[O:34][C:35]([CH3:37])([CH3:36])[CH3:38])[CH2:28][CH2:27]5)=[O:22])=[CH:19][NH:18][C:15]4=[N:16][CH:17]=3)=[N:7][N:8]2[CH3:11])=[CH:4][CH:3]=1, predict the reactants needed to synthesize it. The reactants are: [F:1][C:2]1[CH:10]=[C:9]2[C:5]([C:6]([C:12]3[N:13]=[C:14]4[C:20]([C:21](O)=[O:22])=[CH:19][NH:18][C:15]4=[N:16][CH:17]=3)=[N:7][N:8]2[CH3:11])=[CH:4][CH:3]=1.Cl.[NH2:25][C:26]1([CH3:40])[CH2:31][CH2:30][CH:29]([NH:32][C:33](=[O:39])[O:34][C:35]([CH3:38])([CH3:37])[CH3:36])[CH2:28][CH2:27]1.CCN=C=NCCCN(C)C.C1C=CC2N(O)N=NC=2C=1.CCN(C(C)C)C(C)C.